Dataset: Forward reaction prediction with 1.9M reactions from USPTO patents (1976-2016). Task: Predict the product of the given reaction. (1) Given the reactants [CH2:1]([NH:3][C:4]1[N:5]=[CH:6][C:7]2[C:16](=[O:17])[N:15]([C:18]3[CH:23]=[CH:22][CH:21]=[C:20]([O:24][CH:25]4[CH2:30][CH2:29][NH:28][CH2:27][CH2:26]4)[CH:19]=3)[CH2:14][C@H:13]3[N:9]([CH2:10][CH2:11][CH2:12]3)[C:8]=2[N:31]=1)[CH3:2].C=O.[C:34](O[BH-](OC(=O)C)OC(=O)C)(=O)C.[Na+].C(=O)(O)[O-].[Na+], predict the reaction product. The product is: [CH2:1]([NH:3][C:4]1[N:5]=[CH:6][C:7]2[C:16](=[O:17])[N:15]([C:18]3[CH:23]=[CH:22][CH:21]=[C:20]([O:24][CH:25]4[CH2:30][CH2:29][N:28]([CH3:34])[CH2:27][CH2:26]4)[CH:19]=3)[CH2:14][C@H:13]3[N:9]([CH2:10][CH2:11][CH2:12]3)[C:8]=2[N:31]=1)[CH3:2]. (2) The product is: [CH3:41][S:38]([C:33]1[CH:34]=[CH:35][CH:36]=[CH:37][C:32]=1[C:31]1[N:25]2[C:26]([CH:27]=[N:28][C:23]([NH:1][C:2]3[CH:7]=[CH:6][C:5]([N:8]4[CH2:13][CH2:12][N:11]([CH2:14][C@@H:15]([OH:17])[CH3:16])[CH2:10][CH2:9]4)=[CH:4][C:3]=3[O:18][CH3:19])=[N:24]2)=[CH:29][CH:30]=1)(=[O:39])=[O:40]. Given the reactants [NH2:1][C:2]1[CH:7]=[CH:6][C:5]([N:8]2[CH2:13][CH2:12][N:11]([CH2:14][C@@H:15]([OH:17])[CH3:16])[CH2:10][CH2:9]2)=[CH:4][C:3]=1[O:18][CH3:19].CS([C:23]1[N:28]=[CH:27][C:26]2=[CH:29][CH:30]=[C:31]([C:32]3[CH:37]=[CH:36][CH:35]=[CH:34][C:33]=3[S:38]([CH3:41])(=[O:40])=[O:39])[N:25]2[N:24]=1)=O, predict the reaction product. (3) Given the reactants [CH2:1]([O:3][C:4]1[C:5]([CH3:14])=[C:6]([C:10]([OH:13])=[CH:11][CH:12]=1)[C:7]([OH:9])=O)[CH3:2].C(N1C=CN=C1)(N1C=CN=C1)=O.[CH2:27]([O:34][C:35]1[C:40]([CH2:41][NH:42][CH2:43][CH2:44][OH:45])=[C:39]([CH3:46])[CH:38]=[C:37]([CH3:47])[N:36]=1)[C:28]1[CH:33]=[CH:32][CH:31]=[CH:30][CH:29]=1.[OH-].[Na+], predict the reaction product. The product is: [CH2:27]([O:34][C:35]1[C:40]([CH2:41][N:42]([CH2:43][CH2:44][OH:45])[C:7](=[O:9])[C:6]2[C:10]([OH:13])=[CH:11][CH:12]=[C:4]([O:3][CH2:1][CH3:2])[C:5]=2[CH3:14])=[C:39]([CH3:46])[CH:38]=[C:37]([CH3:47])[N:36]=1)[C:28]1[CH:33]=[CH:32][CH:31]=[CH:30][CH:29]=1.